Task: Predict the reactants needed to synthesize the given product.. Dataset: Retrosynthesis with 50K atom-mapped reactions and 10 reaction types from USPTO Given the product COc1cc(C)cc(Cl)n1, predict the reactants needed to synthesize it. The reactants are: C[O-].Cc1cc(Cl)nc(Cl)c1.